From a dataset of Full USPTO retrosynthesis dataset with 1.9M reactions from patents (1976-2016). Predict the reactants needed to synthesize the given product. (1) Given the product [ClH:25].[ClH:40].[Cl:45][C:42]1[CH:43]=[CH:44][C:29]([NH:28][C:8]([CH:5]2[CH2:4][CH2:3][CH:2]([N:16]3[CH2:17][CH2:18][CH2:13][N:12]([CH3:11])[CH2:14][CH2:21]3)[CH2:7][CH2:6]2)=[O:10])=[C:30]([CH:41]=1)[C:31]([NH:33][C:34]1[CH:39]=[CH:38][C:37]([Cl:40])=[CH:36][N:35]=1)=[O:32], predict the reactants needed to synthesize it. The reactants are: O=[C:2]1[CH2:7][CH2:6][CH:5]([C:8]([OH:10])=O)[CH2:4][CH2:3]1.[CH3:11][N:12]([CH:14]=O)[CH3:13].[N:16]1[CH:21]=CC=[CH:18][CH:17]=1.C(Cl)(=O)C([Cl:25])=O.[NH2:28][C:29]1[CH:44]=[CH:43][C:42]([Cl:45])=[CH:41][C:30]=1[C:31]([NH:33][C:34]1[CH:39]=[CH:38][C:37]([Cl:40])=[CH:36][N:35]=1)=[O:32]. (2) Given the product [Br:33][C:31]1[CH:30]=[CH:29][C:28]([O:5][CH2:6][CH:7]2[CH2:12][CH2:11][N:10]([C:13]([O:15][C:16]([CH3:19])([CH3:18])[CH3:17])=[O:14])[CH2:9][CH2:8]2)=[C:27]([F:26])[CH:32]=1, predict the reactants needed to synthesize it. The reactants are: CS([O:5][CH2:6][CH:7]1[CH2:12][CH2:11][N:10]([C:13]([O:15][C:16]([CH3:19])([CH3:18])[CH3:17])=[O:14])[CH2:9][CH2:8]1)(=O)=O.C([O-])([O-])=O.[K+].[K+].[F:26][C:27]1[CH:32]=[C:31]([Br:33])[CH:30]=[CH:29][C:28]=1O.